Task: Predict the reaction yield, written as a fraction of the theoretical maximum amount of product (1.0 means a 100% yield; for example, 0.34 means a 34% yield).. Dataset: Reaction yield outcomes from USPTO patents with 853,638 reactions (1) The reactants are C[O:2][C:3](=[O:42])[C@@H:4]([N:12]1[CH:17]=[C:16]([C:18]2[C:27]3[C:22](=[CH:23][CH:24]=[CH:25][CH:26]=3)[CH:21]=[CH:20][CH:19]=2)[CH:15]=[C:14]([NH:28][C:29](=[O:40])[C:30]2[CH:35]=[CH:34][C:33]([C:36]([F:39])([F:38])[F:37])=[CH:32][CH:31]=2)[C:13]1=[O:41])[CH2:5][C:6]1[CH:11]=[CH:10][CH:9]=[CH:8][CH:7]=1.[OH-].[Li+].Cl. The catalyst is O1CCCC1. The product is [C:18]1([C:16]2[CH:15]=[C:14]([NH:28][C:29](=[O:40])[C:30]3[CH:35]=[CH:34][C:33]([C:36]([F:37])([F:38])[F:39])=[CH:32][CH:31]=3)[C:13](=[O:41])[N:12]([C@@H:4]([CH2:5][C:6]3[CH:11]=[CH:10][CH:9]=[CH:8][CH:7]=3)[C:3]([OH:42])=[O:2])[CH:17]=2)[C:27]2[C:22](=[CH:23][CH:24]=[CH:25][CH:26]=2)[CH:21]=[CH:20][CH:19]=1. The yield is 1.00. (2) The reactants are B([O-])([O-])[O-].B([O-])([O-])[O-].B([O-])([O-])[O-].B([O-])([O-])[O-].[Na+].[Na+].[Na+].[Na+].[Na+].[Na+].[Na+].[Na+].[Na+].[Na+].[Na+].[Na+].C(N(CC(O)=O)CC(O)=O)CN(CC([O-])=O)CC([O-])=[O:34].[Na+].[Na+].[CH2:51]([O:58][CH2:59]/[CH:60]=[CH:61]/[CH2:62][C@@H:63]([CH2:67][CH3:68])[C:64]([OH:66])=[O:65])[C:52]1[CH:57]=[CH:56][CH:55]=[CH:54][CH:53]=1.COCOC.OOS([O-])=O.[K+].C(=O)([O-])[O-].[K+].[K+]. The catalyst is S(=O)(=O)(O)[O-].C([N+](CCCC)(CCCC)CCCC)CCC.O.C(#N)C. The product is [CH2:51]([O:58][CH2:59][C@H:60]([C@H:61]1[O:65][C:64](=[O:66])[C@H:63]([CH2:67][CH3:68])[CH2:62]1)[OH:34])[C:52]1[CH:57]=[CH:56][CH:55]=[CH:54][CH:53]=1. The yield is 0.700. (3) The reactants are [Cl:1][C:2]1[CH:3]=[C:4]([C@@H:12]([CH2:16][CH:17]2[CH2:21][CH2:20][CH2:19][CH2:18]2)[C:13]([OH:15])=O)[CH:5]=[CH:6][C:7]=1[S:8]([CH3:11])(=[O:10])=[O:9].C(Cl)(=O)C(Cl)=O.[NH2:28][C:29]1[CH:38]=[CH:37][C:36]2[C:31](=[CH:32][CH:33]=[CH:34][CH:35]=2)[N:30]=1.N1C=CC=CC=1. The catalyst is C(Cl)Cl.CN(C)C=O.O. The product is [Cl:1][C:2]1[CH:3]=[C:4]([C@@H:12]([CH2:16][CH:17]2[CH2:21][CH2:20][CH2:19][CH2:18]2)[C:13]([NH:28][C:29]2[CH:38]=[CH:37][C:36]3[C:31](=[CH:32][CH:33]=[CH:34][CH:35]=3)[N:30]=2)=[O:15])[CH:5]=[CH:6][C:7]=1[S:8]([CH3:11])(=[O:9])=[O:10]. The yield is 0.340. (4) The reactants are [H-].[Na+].[OH:3][C:4]1[CH:9]=[CH:8][CH:7]=[CH:6][N:5]=1.[CH3:10][O:11][C:12](=[O:27])[C:13]1[CH:18]=[C:17](F)[C:16]([C:20]([F:23])([F:22])[F:21])=[CH:15][C:14]=1[N+:24]([O-:26])=[O:25].CC#N. The catalyst is O1CCCC1. The product is [CH3:10][O:11][C:12](=[O:27])[C:13]1[CH:18]=[C:17]([N:5]2[CH:6]=[CH:7][CH:8]=[CH:9][C:4]2=[O:3])[C:16]([C:20]([F:23])([F:22])[F:21])=[CH:15][C:14]=1[N+:24]([O-:26])=[O:25]. The yield is 0.680. (5) The yield is 0.680. The product is [CH2:1]([C@H:8]([NH:30][C:31](=[O:50])[C@H:32]([CH:47]([CH3:49])[CH3:48])[NH:33][C:34]([N:36]([CH2:38][C:39]1[N:40]=[C:41]([CH:44]([CH3:45])[CH3:46])[S:42][CH:43]=1)[CH3:37])=[O:35])[CH2:9][C@H:10]([O:29][CH:51]([S:55][CH2:56][CH2:57][CH2:58][CH3:59])[CH2:52][CH2:53][CH3:54])[C@@H:11]([NH:19][C:20]([O:22][CH2:23][C:24]1[S:28][CH:27]=[N:26][CH:25]=1)=[O:21])[CH2:12][C:13]1[CH:18]=[CH:17][CH:16]=[CH:15][CH:14]=1)[C:2]1[CH:3]=[CH:4][CH:5]=[CH:6][CH:7]=1. The catalyst is C(#N)C.C(OCC)(=O)C. The reactants are [CH2:1]([C@H:8]([NH:30][C:31](=[O:50])[C@H:32]([CH:47]([CH3:49])[CH3:48])[NH:33][C:34]([N:36]([CH2:38][C:39]1[N:40]=[C:41]([CH:44]([CH3:46])[CH3:45])[S:42][CH:43]=1)[CH3:37])=[O:35])[CH2:9][C@H:10]([OH:29])[C@@H:11]([NH:19][C:20]([O:22][CH2:23][C:24]1[S:28][CH:27]=[N:26][CH:25]=1)=[O:21])[CH2:12][C:13]1[CH:18]=[CH:17][CH:16]=[CH:15][CH:14]=1)[C:2]1[CH:7]=[CH:6][CH:5]=[CH:4][CH:3]=1.[CH2:51]([S:55][CH2:56][CH2:57][CH2:58][CH3:59])[CH2:52][CH2:53][CH3:54].C(OOC(=O)C1C=CC=CC=1)(=O)C1C=CC=CC=1. (6) The reactants are [N:1]1[N:2]=[C:3]([C:10]2[CH:19]=[CH:18][C:17]3[C:12](=[C:13]([OH:21])[CH:14]=[C:15]([F:20])[CH:16]=3)[N:11]=2)[N:4]2[CH:9]=[CH:8][CH:7]=[CH:6][C:5]=12.CS(O[CH2:27][C:28]([C@@H:31]1[CH2:35][O:34][C:33]([CH3:37])([CH3:36])[O:32]1)([CH3:30])[CH3:29])(=O)=O.C(=O)([O-])[O-].[Cs+].[Cs+]. The catalyst is CC(N(C)C)=O. The product is [N:1]1[N:2]=[C:3]([C:10]2[CH:19]=[CH:18][C:17]3[C:12](=[C:13]([O:21][CH2:30][C:28]([C@@H:31]4[CH2:35][O:34][C:33]([CH3:37])([CH3:36])[O:32]4)([CH3:27])[CH3:29])[CH:14]=[C:15]([F:20])[CH:16]=3)[N:11]=2)[N:4]2[CH:9]=[CH:8][CH:7]=[CH:6][C:5]=12. The yield is 0.850. (7) The reactants are Br[C:2]1[S:6][C:5]2=[N:7][CH:8]=[CH:9][N:4]2[N:3]=1.[F:10][C:11]1[CH:16]=[CH:15][C:14]([OH:17])=[CH:13][CH:12]=1. The catalyst is ClCCl. The product is [F:10][C:11]1[CH:16]=[CH:15][C:14]([O:17][C:2]2[S:6][C:5]3=[N:7][CH:8]=[CH:9][N:4]3[N:3]=2)=[CH:13][CH:12]=1. The yield is 0.530. (8) The reactants are [Cl:1][C:2]1[CH:3]=[C:4]([N:9]2[C:13]([C:14]([Cl:17])([Cl:16])[Cl:15])=[N:12][C:11]([C:18]([OH:20])=O)=[N:10]2)[CH:5]=[CH:6][C:7]=1[Cl:8].CN(C(F)=[N+](C)C)C.F[P-](F)(F)(F)(F)F.[NH2:36][C:37]1[CH:44]=[CH:43][C:40]([C:41]#[N:42])=[CH:39][C:38]=1[Cl:45]. The catalyst is C(Cl)Cl. The product is [Cl:45][C:38]1[CH:39]=[C:40]([C:41]#[N:42])[CH:43]=[CH:44][C:37]=1[NH:36][C:18]([C:11]1[N:12]=[C:13]([C:14]([Cl:17])([Cl:16])[Cl:15])[N:9]([C:4]2[CH:5]=[CH:6][C:7]([Cl:8])=[C:2]([Cl:1])[CH:3]=2)[N:10]=1)=[O:20]. The yield is 0.180.